This data is from Catalyst prediction with 721,799 reactions and 888 catalyst types from USPTO. The task is: Predict which catalyst facilitates the given reaction. (1) Reactant: Cl.[Cl:2][C:3]1[CH:8]=[C:7]([NH:9][C@H:10]2[CH2:15][CH2:14][C@H:13]([C:16]([OH:18])=O)[CH2:12][CH2:11]2)[C:6]([N+:19]([O-:21])=[O:20])=[CH:5][N:4]=1.S(Cl)(Cl)=O.[CH3:26][CH:27]([NH2:29])[CH3:28]. Product: [Cl:2][C:3]1[CH:8]=[C:7]([NH:9][C@H:10]2[CH2:11][CH2:12][C@H:13]([C:16]([NH:29][CH:27]([CH3:28])[CH3:26])=[O:18])[CH2:14][CH2:15]2)[C:6]([N+:19]([O-:21])=[O:20])=[CH:5][N:4]=1. The catalyst class is: 76. (2) Reactant: [Cl:1][C:2]1[CH:7]=[CH:6][C:5]([CH2:8][CH2:9][CH2:10][CH:11]=[O:12])=[CH:4][CH:3]=1.CC(=CC)C.O.O.P([O-])(O)(O)=[O:21].[Na+].Cl([O-])=O.[Na+]. Product: [Cl:1][C:2]1[CH:3]=[CH:4][C:5]([CH2:8][CH2:9][CH2:10][C:11]([OH:21])=[O:12])=[CH:6][CH:7]=1. The catalyst class is: 878. (3) Reactant: CCCCCC.C([Li])CCC.[CH2:12]([O:19][C:20]1[CH:25]=[CH:24][CH:23]=[CH:22][C:21]=1Br)[C:13]1[CH:18]=[CH:17][CH:16]=[CH:15][CH:14]=1.[F:27][C:28]1[CH:29]=[C:30]([CH:33]=[CH:34][C:35]=1[O:36][CH3:37])[CH:31]=[O:32].[Cl-].[NH4+]. Product: [CH2:12]([O:19][C:20]1[CH:25]=[CH:24][CH:23]=[CH:22][C:21]=1[CH:31]([C:30]1[CH:33]=[CH:34][C:35]([O:36][CH3:37])=[C:28]([F:27])[CH:29]=1)[OH:32])[C:13]1[CH:18]=[CH:17][CH:16]=[CH:15][CH:14]=1. The catalyst class is: 1.